From a dataset of Forward reaction prediction with 1.9M reactions from USPTO patents (1976-2016). Predict the product of the given reaction. (1) Given the reactants OO.C(O[C:10]([C:12](F)(F)F)=[O:11])(C(F)(F)F)=O.N1(CCCNC2N=[N+:28]([O-:39])[C:29]3[CH:38]=[C:37]4[C:33]([CH2:34][CH2:35][CH2:36]4)=[CH:32][C:30]=3[N:31]=2)CCOCC1.C(O)(C(F)(F)F)=[O:41], predict the reaction product. The product is: [N+:28]([C:29]1[CH:38]=[C:37]2[C:33]([CH2:34][CH2:35][CH2:36]2)=[CH:32][C:30]=1[NH:31][C:10](=[O:11])[CH3:12])([O-:39])=[O:41]. (2) Given the reactants Cl[CH2:2][C@H:3]1[O:8][CH2:7][C@H:6]([CH3:9])[N:5]([CH2:10][C:11]2[CH:16]=[CH:15][CH:14]=[CH:13][CH:12]=2)[CH2:4]1.[CH3:17][NH:18][CH3:19], predict the reaction product. The product is: [CH3:17][N:18]([CH2:2][C@@H:3]1[O:8][CH2:7][C@H:6]([CH3:9])[N:5]([CH2:10][C:11]2[CH:16]=[CH:15][CH:14]=[CH:13][CH:12]=2)[CH2:4]1)[CH3:19]. (3) Given the reactants [OH-].[Na+].[NH2:3][C:4]1[C:8]([C:9]([O:11]CC)=[O:10])=[CH:7][N:6]([C:14]2[N:19]=[CH:18][CH:17]=[CH:16][N:15]=2)[N:5]=1.O, predict the reaction product. The product is: [NH2:3][C:4]1[C:8]([C:9]([OH:11])=[O:10])=[CH:7][N:6]([C:14]2[N:19]=[CH:18][CH:17]=[CH:16][N:15]=2)[N:5]=1. (4) Given the reactants [Cl:1][C:2]1[CH:7]=[CH:6][CH:5]=[C:4]([CH3:8])[C:3]=1[S:9]([N:12]([CH2:16][CH2:17][O:18][CH2:19][C:20](O)=[O:21])[CH:13]1[CH2:15][CH2:14]1)(=[O:11])=[O:10].F[B-](F)(F)F.N1(OC(N(C)C)=[N+](C)C)C2C=CC=CC=2N=N1.O.ON1C2C=CC=CC=2N=N1.Cl.Cl.[N:58]1([CH2:62][C:63]2[S:71][C:70]3[CH2:69][CH2:68][NH:67][CH2:66][C:65]=3[CH:64]=2)[CH2:61][CH2:60][CH2:59]1.C(N(C(C)C)C(C)C)C, predict the reaction product. The product is: [N:58]1([CH2:62][C:63]2[S:71][C:70]3[CH2:69][CH2:68][N:67]([C:20](=[O:21])[CH2:19][O:18][CH2:17][CH2:16][N:12]([CH:13]4[CH2:14][CH2:15]4)[S:9]([C:3]4[C:4]([CH3:8])=[CH:5][CH:6]=[CH:7][C:2]=4[Cl:1])(=[O:11])=[O:10])[CH2:66][C:65]=3[CH:64]=2)[CH2:61][CH2:60][CH2:59]1. (5) The product is: [Si:1]([O:8][CH2:9][CH2:10][C@H:11]1[CH2:22][CH2:21][C:20]2[S:19][C:18]3[C:13](=[C:14]([O:38][CH:35]4[CH2:34][CH2:33][CH:32]([N:26]5[CH2:31][CH2:30][O:29][CH2:28][CH2:27]5)[CH2:37][CH2:36]4)[N:15]=[CH:16][N:17]=3)[C:12]1=2)([C:4]([CH3:7])([CH3:6])[CH3:5])([CH3:3])[CH3:2]. Given the reactants [Si:1]([O:8][CH2:9][CH2:10][C@H:11]1[CH2:22][CH2:21][C:20]2[S:19][C:18]3[N:17]=[CH:16][N:15]=[C:14](Cl)[C:13]=3[C:12]1=2)([C:4]([CH3:7])([CH3:6])[CH3:5])([CH3:3])[CH3:2].[H-].[Na+].[N:26]1([C@H:32]2[CH2:37][CH2:36][C@H:35]([OH:38])[CH2:34][CH2:33]2)[CH2:31][CH2:30][O:29][CH2:28][CH2:27]1, predict the reaction product.